Dataset: Full USPTO retrosynthesis dataset with 1.9M reactions from patents (1976-2016). Task: Predict the reactants needed to synthesize the given product. (1) Given the product [F:1][C:2]1[CH:3]=[C:4](/[CH:16]=[C:17](\[CH3:20])/[CH2:18][N:44]2[C:40](=[O:50])[C:41]3[C:42](=[CH:46][CH:47]=[CH:48][CH:49]=3)[C:43]2=[O:45])[CH:5]=[C:6]([F:15])[C:7]=1[O:8][C:9]1[CH:14]=[CH:13][CH:12]=[CH:11][CH:10]=1, predict the reactants needed to synthesize it. The reactants are: [F:1][C:2]1[CH:3]=[C:4](/[CH:16]=[C:17](\[CH3:20])/[CH2:18]O)[CH:5]=[C:6]([F:15])[C:7]=1[O:8][C:9]1[CH:14]=[CH:13][CH:12]=[CH:11][CH:10]=1.C1C=CC(P(C2C=CC=CC=2)C2C=CC=CC=2)=CC=1.[C:40]1(=[O:50])[NH:44][C:43](=[O:45])[C:42]2=[CH:46][CH:47]=[CH:48][CH:49]=[C:41]12.N(C(OCC)=O)=NC(OCC)=O. (2) The reactants are: [CH2:1]([NH:7][CH2:8][C:9]1[S:13][C:12](B(O)O)=[CH:11][CH:10]=1)[CH2:2][CH2:3][CH2:4][CH2:5][CH3:6].Br[C:18]1[CH:19]=[C:20]2[C:24](=[C:25]([C:27]([NH2:29])=[O:28])[CH:26]=1)[NH:23][CH:22]=[C:21]2[CH:30]1[CH2:35][CH2:34][N:33]([S:36]([CH2:39][CH3:40])(=[O:38])=[O:37])[CH2:32][CH2:31]1.C([O-])([O-])=O.[K+].[K+]. Given the product [CH2:39]([S:36]([N:33]1[CH2:32][CH2:31][CH:30]([C:21]2[C:20]3[C:24](=[C:25]([C:27]([NH2:29])=[O:28])[CH:26]=[C:18]([C:12]4[S:13][C:9]([CH2:8][NH:7][CH2:1][CH2:2][CH2:3][CH2:4][CH2:5][CH3:6])=[CH:10][CH:11]=4)[CH:19]=3)[NH:23][CH:22]=2)[CH2:35][CH2:34]1)(=[O:38])=[O:37])[CH3:40], predict the reactants needed to synthesize it. (3) Given the product [Cl:28][C:22]1[C:23]([Cl:27])=[CH:24][CH:25]=[CH:26][C:21]=1[S:18]([NH:17][C:14]1[CH:15]=[CH:16][C:11]([C:7]2[N:8]=[C:9]3[NH:29][N:30]=[C:1]([CH3:2])[C:4]3=[N:5][CH:6]=2)=[CH:12][CH:13]=1)(=[O:20])=[O:19], predict the reactants needed to synthesize it. The reactants are: [C:1]([C:4]1[N:5]=[CH:6][C:7]([C:11]2[CH:16]=[CH:15][C:14]([NH:17][S:18]([C:21]3[CH:26]=[CH:25][CH:24]=[C:23]([Cl:27])[C:22]=3[Cl:28])(=[O:20])=[O:19])=[CH:13][CH:12]=2)=[N:8][C:9]=1Cl)(=O)[CH3:2].[NH2:29][NH2:30]. (4) Given the product [CH2:12]([O:19][C:7]1[C:2]([C:24]2[CH:25]=[CH:26][C:21]([Cl:20])=[CH:22][CH:23]=2)=[CH:3][C:4]([C:9]([NH:31][CH2:32][CH:33]2[CH2:38][CH2:37][CH2:36][CH2:35][CH:34]2[OH:39])=[O:11])=[CH:5][N:6]=1)[C:13]1[CH:18]=[CH:17][CH:16]=[CH:15][CH:14]=1, predict the reactants needed to synthesize it. The reactants are: Br[C:2]1[CH:3]=[C:4]([C:9]([OH:11])=O)[CH:5]=[N:6][C:7]=1Cl.[CH2:12]([OH:19])[C:13]1[CH:18]=[CH:17][CH:16]=[CH:15][CH:14]=1.[Cl:20][C:21]1[CH:26]=[CH:25][C:24](B(O)O)=[CH:23][CH:22]=1.Cl.[NH2:31][CH2:32][C@H:33]1[CH2:38][CH2:37][CH2:36][CH2:35][C@H:34]1[OH:39]. (5) Given the product [F:54][C@@H:51]1[CH2:52][CH2:53][N:49]([C:47]([NH:46][C@@H:42]2[CH2:43][CH2:44][CH2:45][C@H:40]([NH:39][C:37]3[C:36]([F:55])=[CH:35][N:34]=[C:33]([C:10]4[C:4]5[C:5](=[N:6][CH:7]=[C:2]([F:1])[C:3]=5[O:30][CH3:31])[NH:8][CH:9]=4)[N:38]=3)[CH2:41]2)=[O:48])[CH2:50]1, predict the reactants needed to synthesize it. The reactants are: [F:1][C:2]1[C:3]([O:30][CH3:31])=[C:4]2[C:10](B3OC(C)(C)C(C)(C)O3)=[CH:9][N:8](S(C3C=CC(C)=CC=3)(=O)=O)[C:5]2=[N:6][CH:7]=1.Cl[C:33]1[N:38]=[C:37]([NH:39][C@H:40]2[CH2:45][CH2:44][CH2:43][C@@H:42]([NH:46][C:47]([N:49]3[CH2:53][CH2:52][C@@H:51]([F:54])[CH2:50]3)=[O:48])[CH2:41]2)[C:36]([F:55])=[CH:35][N:34]=1.P([O-])([O-])([O-])=O.[K+].[K+].[K+].C1(P(C2CCCCC2)C2C=CC=CC=2C2C(C(C)C)=CC(C(C)C)=CC=2C(C)C)CCCCC1. (6) Given the product [CH3:6][C:7]1[C:22]([CH3:23])=[C:5]([B:29]2[O:46][C:43]([CH3:45])([CH3:44])[C:40]([CH3:42])([CH3:41])[O:39]2)[C-:4]([NH2:2])[CH:8]=1.[CH-:9]1[CH:13]=[CH:12][CH:11]=[CH:10]1.[Fe+2:14], predict the reactants needed to synthesize it. The reactants are: C[N:2]([C-:4]1[CH:8]=[CH:7][CH:6]=[CH:5]1)C.[CH-:9]1[CH:13]=[CH:12][CH:11]=[CH:10]1.[Fe+2:14].B(F)(F)F.CCO[CH2:22][CH3:23].[Li]CCCC.[B:29](OCC)(OCC)OCC.[OH:39][C:40]([C:43]([OH:46])([CH3:45])[CH3:44])([CH3:42])[CH3:41]. (7) The reactants are: [N:1]1([C:6]2[N:11]=[CH:10][N:9]=[C:8]([O:12][C:13]3[CH:18]=[CH:17][C:16]([NH:19]C(=O)OC(C)(C)C)=[CH:15][CH:14]=3)[CH:7]=2)[CH:5]=[N:4][CH:3]=[N:2]1.FC(F)(F)C(O)=O. Given the product [N:1]1([C:6]2[N:11]=[CH:10][N:9]=[C:8]([O:12][C:13]3[CH:18]=[CH:17][C:16]([NH2:19])=[CH:15][CH:14]=3)[CH:7]=2)[CH:5]=[N:4][CH:3]=[N:2]1, predict the reactants needed to synthesize it.